Task: Predict the reaction yield, written as a fraction of the theoretical maximum amount of product (1.0 means a 100% yield; for example, 0.34 means a 34% yield).. Dataset: Reaction yield outcomes from USPTO patents with 853,638 reactions (1) The reactants are [O:1]1[CH2:6][CH2:5][N:4]([CH2:7][CH2:8][NH2:9])[CH2:3][CH2:2]1.[CH3:10][O:11][C:12]1[CH:13]=[C:14]([S:18](Cl)(=[O:20])=[O:19])[CH:15]=[CH:16][CH:17]=1. The product is [CH3:10][O:11][C:12]1[CH:13]=[C:14]([S:18]([NH:9][CH2:8][CH2:7][N:4]2[CH2:5][CH2:6][O:1][CH2:2][CH2:3]2)(=[O:20])=[O:19])[CH:15]=[CH:16][CH:17]=1. The yield is 0.920. The catalyst is C(Cl)Cl.N1C=CC=CC=1. (2) The yield is 0.710. The catalyst is [C-]#N.[Zn+2].[C-]#N.C1C=CC([P]([Pd]([P](C2C=CC=CC=2)(C2C=CC=CC=2)C2C=CC=CC=2)([P](C2C=CC=CC=2)(C2C=CC=CC=2)C2C=CC=CC=2)[P](C2C=CC=CC=2)(C2C=CC=CC=2)C2C=CC=CC=2)(C2C=CC=CC=2)C2C=CC=CC=2)=CC=1. The reactants are [C:1]([O:5][C:6](=[O:30])[N:7]([CH2:9][C:10]1[CH:14]=[C:13]([C:15]2[C:19](Br)=[CH:18][S:17][CH:16]=2)[N:12]([S:21]([C:24]2[CH:25]=[N:26][CH:27]=[CH:28][CH:29]=2)(=[O:23])=[O:22])[CH:11]=1)[CH3:8])([CH3:4])([CH3:3])[CH3:2].[CH3:31][N:32](C)C=O. The product is [C:1]([O:5][C:6](=[O:30])[N:7]([CH2:9][C:10]1[CH:14]=[C:13]([C:15]2[C:19]([C:31]#[N:32])=[CH:18][S:17][CH:16]=2)[N:12]([S:21]([C:24]2[CH:25]=[N:26][CH:27]=[CH:28][CH:29]=2)(=[O:23])=[O:22])[CH:11]=1)[CH3:8])([CH3:4])([CH3:3])[CH3:2]. (3) The reactants are C([O:5][C:6](=[O:18])[CH2:7][NH:8][C:9](=[O:17])[C:10]1[CH:15]=[CH:14][C:13]([OH:16])=[CH:12][CH:11]=1)(C)(C)C.O[CH2:20][CH2:21][C:22]1[CH:29]=[CH:28][C:25]([C:26]#[N:27])=[CH:24][CH:23]=1. No catalyst specified. The product is [C:26]([C:25]1[CH:28]=[CH:29][C:22]([CH2:21][CH2:20][O:16][C:13]2[CH:12]=[CH:11][C:10]([C:9]([NH:8][CH2:7][C:6]([OH:5])=[O:18])=[O:17])=[CH:15][CH:14]=2)=[CH:23][CH:24]=1)#[N:27]. The yield is 0.460.